The task is: Predict the product of the given reaction.. This data is from Forward reaction prediction with 1.9M reactions from USPTO patents (1976-2016). (1) Given the reactants [Cl:1][C:2]1[CH:10]=[C:9]2[C:5]([CH:6]([C:12]3[CH:17]=[CH:16][CH:15]=[C:14]([O:18][CH3:19])[CH:13]=3)[C:7](=[O:11])[NH:8]2)=[CH:4][CH:3]=1.[CH3:20][O:21][C:22]1[CH:23]=[C:24]([CH:27]=[CH:28][CH:29]=1)[CH2:25]Br.[I-].[K+].C(=O)([O-])[O-].[K+].[K+], predict the reaction product. The product is: [Cl:1][C:2]1[CH:10]=[C:9]2[C:5]([C:6]([CH2:25][C:24]3[CH:27]=[CH:28][CH:29]=[C:22]([O:21][CH3:20])[CH:23]=3)([C:12]3[CH:17]=[CH:16][CH:15]=[C:14]([O:18][CH3:19])[CH:13]=3)[C:7](=[O:11])[NH:8]2)=[CH:4][CH:3]=1. (2) Given the reactants [C:1]([C:4]1[CH:5]=[C:6]([CH2:12][C:13]#[N:14])[CH:7]=[CH:8][C:9]=1[O:10][CH3:11])([CH3:3])=[CH2:2], predict the reaction product. The product is: [CH:1]([C:4]1[CH:5]=[C:6]([CH2:12][C:13]#[N:14])[CH:7]=[CH:8][C:9]=1[O:10][CH3:11])([CH3:3])[CH3:2].